From a dataset of Forward reaction prediction with 1.9M reactions from USPTO patents (1976-2016). Predict the product of the given reaction. (1) Given the reactants C(O[C:4]([C:6]1[C:11]([NH:12][C:13]2[CH:14]=[N:15][CH:16]=[C:17]([CH3:19])[CH:18]=2)=[CH:10][CH:9]=[C:8]([CH3:20])[N:7]=1)=[O:5])C.[NH2:21][C:22]1[N:23]=[C:24]([CH3:27])[S:25][CH:26]=1, predict the reaction product. The product is: [CH3:27][C:24]1[S:25][CH:26]=[C:22]([NH:21][C:4]([C:6]2[C:11]([NH:12][C:13]3[CH:14]=[N:15][CH:16]=[C:17]([CH3:19])[CH:18]=3)=[CH:10][CH:9]=[C:8]([CH3:20])[N:7]=2)=[O:5])[N:23]=1. (2) Given the reactants [H-].[H-].[H-].[H-].[Li+].[Al+3].C[O:8][C:9](=O)[CH2:10][CH2:11][C@@H:12]1[CH2:16][O:15][C:14]([CH3:18])([CH3:17])[N:13]1[C:19]([O:21][C:22]([CH3:25])([CH3:24])[CH3:23])=[O:20], predict the reaction product. The product is: [OH:8][CH2:9][CH2:10][CH2:11][C@@H:12]1[CH2:16][O:15][C:14]([CH3:18])([CH3:17])[N:13]1[C:19]([O:21][C:22]([CH3:25])([CH3:24])[CH3:23])=[O:20]. (3) The product is: [Cl:1][C:2]1[CH:3]=[C:4]([C:8]2[CH:13]=[CH:12][C:11]([C:14]3[CH:19]=[CH:18][C:17]([O:20][C:21]([F:24])([F:23])[F:22])=[CH:16][CH:15]=3)=[CH:10][C:9]=2[CH2:25][CH2:26][C:27]2[CH:35]=[CH:34][C:30]([C:31]([NH:50][C:49]3[NH:48][N:47]=[N:46][N:45]=3)=[O:32])=[CH:29][CH:28]=2)[CH:5]=[CH:6][CH:7]=1. Given the reactants [Cl:1][C:2]1[CH:3]=[C:4]([C:8]2[CH:13]=[CH:12][C:11]([C:14]3[CH:19]=[CH:18][C:17]([O:20][C:21]([F:24])([F:23])[F:22])=[CH:16][CH:15]=3)=[CH:10][C:9]=2[CH2:25][CH2:26][C:27]2[CH:35]=[CH:34][C:30]([C:31](O)=[O:32])=[CH:29][CH:28]=2)[CH:5]=[CH:6][CH:7]=1.CCN(C(C)C)C(C)C.[NH:45]1[C:49]([NH2:50])=[N:48][N:47]=[N:46]1.F[P-](F)(F)(F)(F)F.N1(O[P+](N(C)C)(N(C)C)N(C)C)C2C=CC=CC=2N=N1, predict the reaction product. (4) Given the reactants [C:1]1([S:7]([OH:10])(=[O:9])=[O:8])[CH:6]=[CH:5][CH:4]=[CH:3][CH:2]=1.[Cl:11][C:12]1[CH:31]=[CH:30][C:15]([O:16][C@@H:17]([C:24]2[CH:29]=[CH:28][CH:27]=[CH:26][CH:25]=2)[C@H:18]2[O:23][CH2:22][CH2:21][NH:20][CH2:19]2)=[C:14]([O:32][CH3:33])[CH:13]=1, predict the reaction product. The product is: [S:7]([C:1]1[CH:6]=[CH:5][CH:4]=[CH:3][CH:2]=1)([OH:10])(=[O:9])=[O:8].[Cl:11][C:12]1[CH:31]=[CH:30][C:15]([O:16][C@@H:17]([C:24]2[CH:29]=[CH:28][CH:27]=[CH:26][CH:25]=2)[C@H:18]2[O:23][CH2:22][CH2:21][NH:20][CH2:19]2)=[C:14]([O:32][CH3:33])[CH:13]=1. (5) Given the reactants [N+:1](CCC)([O-:3])=[O:2].[CH2:7]1[CH2:17][CH2:16]N2[C:10](=NCCC2)[CH2:9][CH2:8]1.C(=[O:21])CC, predict the reaction product. The product is: [OH:21][CH:7]([CH2:17][CH3:16])[CH:8]([N+:1]([O-:3])=[O:2])[CH2:9][CH3:10].